The task is: Predict which catalyst facilitates the given reaction.. This data is from Catalyst prediction with 721,799 reactions and 888 catalyst types from USPTO. (1) Reactant: C[O:2][C:3]1[CH:4]=[C:5]([NH:46][C:47]([NH2:49])=[O:48])[CH:6]=[CH:7][C:8]=1[C:9]1[C:17]2[C:16]([NH:18][C@H:19]([C:21]3[N:26]([C:27]4[CH:32]=[CH:31][CH:30]=[CH:29][CH:28]=4)[C:25](=[O:33])[C:24]4=[C:34]([CH3:37])[CH:35]=[CH:36][N:23]4[N:22]=3)[CH3:20])=[N:15][CH:14]=[N:13][C:12]=2[N:11](COCC[Si](C)(C)C)[CH:10]=1.B(Br)(Br)Br.N. Product: [OH:2][C:3]1[CH:4]=[C:5]([NH:46][C:47]([NH2:49])=[O:48])[CH:6]=[CH:7][C:8]=1[C:9]1[C:17]2[C:16]([NH:18][C@H:19]([C:21]3[N:26]([C:27]4[CH:28]=[CH:29][CH:30]=[CH:31][CH:32]=4)[C:25](=[O:33])[C:24]4=[C:34]([CH3:37])[CH:35]=[CH:36][N:23]4[N:22]=3)[CH3:20])=[N:15][CH:14]=[N:13][C:12]=2[NH:11][CH:10]=1. The catalyst class is: 4. (2) Reactant: [H-].[Na+].[CH2:3]([OH:8])[C:4]([F:7])([F:6])[F:5].Cl[C:10]1[CH:15]=[C:14]([CH2:16][C@H:17]2[C@@H:21]([CH2:22][OH:23])[O:20][C:19]([CH3:25])([CH3:24])[N:18]2[C:26]([O:28][C:29]([CH3:32])([CH3:31])[CH3:30])=[O:27])[CH:13]=[CH:12][N:11]=1. Product: [OH:23][CH2:22][C@H:21]1[O:20][C:19]([CH3:24])([CH3:25])[N:18]([C:26]([O:28][C:29]([CH3:31])([CH3:32])[CH3:30])=[O:27])[C@H:17]1[CH2:16][C:14]1[CH:15]=[CH:10][N:11]=[C:12]([O:8][CH2:3][C:4]([F:7])([F:6])[F:5])[CH:13]=1. The catalyst class is: 296. (3) Reactant: [H-].[Na+].[C:3]([CH2:5]P(=O)(OCC)OCC)#[N:4].[Si:14]([O:31][CH2:32][C@@H:33]1[C@H:37]2[O:38][C:39]([CH3:42])([CH3:41])[O:40][C@H:36]2[CH:35](O)[O:34]1)([C:27]([CH3:30])([CH3:29])[CH3:28])([C:21]1[CH:26]=[CH:25][CH:24]=[CH:23][CH:22]=1)[C:15]1[CH:20]=[CH:19][CH:18]=[CH:17][CH:16]=1.COC(C)(C)C. Product: [Si:14]([O:31][CH2:32][C@@H:33]1[C@@H:37]2[C@@H:36]([O:40][C:39]([CH3:42])([CH3:41])[O:38]2)[CH:35]([CH2:5][C:3]#[N:4])[O:34]1)([C:27]([CH3:30])([CH3:28])[CH3:29])([C:21]1[CH:22]=[CH:23][CH:24]=[CH:25][CH:26]=1)[C:15]1[CH:20]=[CH:19][CH:18]=[CH:17][CH:16]=1. The catalyst class is: 149. (4) The catalyst class is: 1. Reactant: [OH-].[Na+].[F:3][CH:4]([F:19])[CH2:5][O:6][C:7]1[CH:8]=[C:9]([F:18])[C:10]([C:13]([O:15]CC)=[O:14])=[N:11][CH:12]=1.Cl.O1CCOCC1. Product: [F:19][CH:4]([F:3])[CH2:5][O:6][C:7]1[CH:8]=[C:9]([F:18])[C:10]([C:13]([OH:15])=[O:14])=[N:11][CH:12]=1. (5) Reactant: C[O:2][C:3](=[O:36])[CH2:4][O:5][C:6]1[CH:15]=[CH:14][C:13]([S:16][CH2:17][C:18]2[CH:23]=[CH:22][CH:21]=[C:20]([O:24][CH2:25][C:26]3[CH:31]=[CH:30][C:29]([C:32]([F:35])([F:34])[F:33])=[CH:28][CH:27]=3)[CH:19]=2)=[C:12]2[C:7]=1[CH2:8][CH2:9][CH2:10][O:11]2.C(O)(C(F)(F)F)=O.[K+].[Br-]. Product: [F:35][C:32]([F:33])([F:34])[C:29]1[CH:28]=[CH:27][C:26]([CH2:25][O:24][C:20]2[CH:19]=[C:18]([CH:23]=[CH:22][CH:21]=2)[CH2:17][S:16][C:13]2[CH:14]=[CH:15][C:6]([O:5][CH2:4][C:3]([OH:36])=[O:2])=[C:7]3[C:12]=2[O:11][CH2:10][CH2:9][CH2:8]3)=[CH:31][CH:30]=1. The catalyst class is: 47. (6) Reactant: [CH3:1][S:2]([N:5]1[CH2:10][CH2:9][N:8]([C:11]2[CH:16]=[CH:15][C:14]([O:17][CH2:18][CH2:19][CH2:20][C:21]([F:24])([F:23])[F:22])=[CH:13][CH:12]=2)[CH2:7][CH2:6]1)(=[O:4])=[O:3].[C:25](O[C:25]([O:27][C:28]([CH3:31])([CH3:30])[CH3:29])=[O:26])([O:27][C:28]([CH3:31])([CH3:30])[CH3:29])=[O:26].C[Si](C)(C)N[Si](C)(C)C.[Li].[Cl-].[NH4+]. Product: [F:22][C:21]([F:24])([F:23])[CH2:20][CH2:19][CH2:18][O:17][C:14]1[CH:13]=[CH:12][C:11]([N:8]2[CH2:9][CH2:10][N:5]([S:2]([CH2:1][C:25]([O:27][C:28]([CH3:31])([CH3:30])[CH3:29])=[O:26])(=[O:3])=[O:4])[CH2:6][CH2:7]2)=[CH:16][CH:15]=1. The catalyst class is: 7.